Dataset: Reaction yield outcomes from USPTO patents with 853,638 reactions. Task: Predict the reaction yield, written as a fraction of the theoretical maximum amount of product (1.0 means a 100% yield; for example, 0.34 means a 34% yield). (1) The reactants are [CH3:1][NH:2][CH2:3][C:4]1([C:10]2[CH:15]=[CH:14][C:13]([O:16][CH2:17][CH2:18][CH2:19][N:20]3[CH2:25][CH2:24][O:23][CH2:22][CH2:21]3)=[CH:12][CH:11]=2)[CH2:9][CH2:8][O:7][CH2:6][CH2:5]1.[CH3:26][S:27]([CH:30]=[CH2:31])(=[O:29])=[O:28]. The catalyst is CO. The product is [CH3:1][N:2]([CH2:3][C:4]1([C:10]2[CH:11]=[CH:12][C:13]([O:16][CH2:17][CH2:18][CH2:19][N:20]3[CH2:21][CH2:22][O:23][CH2:24][CH2:25]3)=[CH:14][CH:15]=2)[CH2:5][CH2:6][O:7][CH2:8][CH2:9]1)[CH2:31][CH2:30][S:27]([CH3:26])(=[O:29])=[O:28]. The yield is 0.910. (2) The reactants are Cl.[S:2]([N:12]1[C:16]2=[N:17][CH:18]=[C:19]([C:21]([O:23]C)=[O:22])[N:20]=[C:15]2[CH:14]=[CH:13]1)([C:5]1[CH:11]=[CH:10][C:8]([CH3:9])=[CH:7][CH:6]=1)(=[O:4])=[O:3]. The catalyst is O1CCOCC1. The product is [S:2]([N:12]1[C:16]2=[N:17][CH:18]=[C:19]([C:21]([OH:23])=[O:22])[N:20]=[C:15]2[CH:14]=[CH:13]1)([C:5]1[CH:6]=[CH:7][C:8]([CH3:9])=[CH:10][CH:11]=1)(=[O:4])=[O:3]. The yield is 0.850. (3) The reactants are [CH3:1][O:2][CH2:3][CH2:4][OH:5].[H-].[Na+].F[C:9]1[CH:17]=[CH:16][C:12]([C:13]([OH:15])=[O:14])=[CH:11][C:10]=1[N+:18]([O-:20])=[O:19]. The catalyst is CN(C=O)C. The product is [CH3:1][O:2][CH2:3][CH2:4][O:5][C:9]1[CH:17]=[CH:16][C:12]([C:13]([OH:15])=[O:14])=[CH:11][C:10]=1[N+:18]([O-:20])=[O:19]. The yield is 0.760. (4) The yield is 0.930. The reactants are [CH:1]1([S:4]([O:7][C:8]2[CH:13]=[CH:12][CH:11]=[C:10]([C:14]3([C:22]4[CH:27]=[CH:26][CH:25]=[C:24]([Br:28])[CH:23]=4)[C:18](=[O:19])[N:17]([CH3:20])[C:16](=S)[NH:15]3)[CH:9]=2)(=[O:6])=[O:5])[CH2:3][CH2:2]1.[NH3:29].C(OO)(C)(C)C. No catalyst specified. The product is [CH:1]1([S:4]([O:7][C:8]2[CH:13]=[CH:12][CH:11]=[C:10]([C:14]3([C:22]4[CH:27]=[CH:26][CH:25]=[C:24]([Br:28])[CH:23]=4)[C:18](=[O:19])[N:17]([CH3:20])[C:16]([NH2:29])=[N:15]3)[CH:9]=2)(=[O:5])=[O:6])[CH2:2][CH2:3]1. (5) The reactants are [CH3:1][O:2][C:3](=[O:19])[C:4]1[CH:12]=[C:11]([N:13]2[CH2:17][CH2:16][CH2:15][C:14]2=[O:18])[CH:10]=[C:6]([C:7]([OH:9])=O)[CH:5]=1.C(Cl)(C(Cl)=O)=O.[CH2:26]([NH2:29])[CH2:27][CH3:28]. The catalyst is C(Cl)Cl.CN(C=O)C. The product is [CH3:1][O:2][C:3](=[O:19])[C:4]1[CH:12]=[C:11]([N:13]2[CH2:17][CH2:16][CH2:15][C:14]2=[O:18])[CH:10]=[C:6]([C:7]([NH:29][CH2:26][CH2:27][CH3:28])=[O:9])[CH:5]=1. The yield is 0.550. (6) The reactants are Cl.[O:2]1[C:6]2[CH:7]=[CH:8][CH:9]=[CH:10][C:5]=2[C:4]([CH2:11][NH2:12])=[CH:3]1.F[C:14]1[CH:22]=[N:21][CH:20]=[CH:19][C:15]=1[C:16]([OH:18])=[O:17]. No catalyst specified. The product is [O:2]1[C:6]2[CH:7]=[CH:8][CH:9]=[CH:10][C:5]=2[C:4]([CH2:11][NH:12][C:19]2[CH:20]=[N:21][CH:22]=[CH:14][C:15]=2[C:16]([OH:18])=[O:17])=[CH:3]1. The yield is 0.0800. (7) The reactants are C(N(CC)[C:4]([C:6]1[CH:7]=[CH:8][CH:9]=[C:10]2[C:14]=1[NH:13][CH:12]=[C:11]2[CH2:15][C@H:16]([NH:18][CH2:19][C@@H:20]([C:22]1[CH:27]=[CH:26][CH:25]=[C:24]([Cl:28])[CH:23]=1)[OH:21])[CH3:17])=[O:5])C.[O:31]1CCOCC1. The catalyst is Cl. The product is [Cl:28][C:24]1[CH:23]=[C:22]([C@@H:20]([OH:21])[CH2:19][NH:18][C@H:16]([CH3:17])[CH2:15][C:11]2[C:10]3[C:14](=[C:6]([C:4]([OH:31])=[O:5])[CH:7]=[CH:8][CH:9]=3)[NH:13][CH:12]=2)[CH:27]=[CH:26][CH:25]=1. The yield is 0.300.